This data is from Catalyst prediction with 721,799 reactions and 888 catalyst types from USPTO. The task is: Predict which catalyst facilitates the given reaction. (1) Reactant: [CH3:1][O:2][C:3]1[C:21]([O:22][CH3:23])=[C:20]([O:24][CH3:25])[CH:19]=[CH:18][C:4]=1[C:5]([NH:7][CH2:8][CH2:9][N:10]1[CH:14]=[C:13]([C:15]([OH:17])=O)[N:12]=[N:11]1)=[O:6].C(N(C(C)C)C(C)C)C.CN(C(ON1N=NC2C=CC=NC1=2)=[N+](C)C)C.F[P-](F)(F)(F)(F)F.[NH2:59][CH:60]([C:63]1[CH:68]=[CH:67][C:66]([CH2:69][CH3:70])=[CH:65][CH:64]=1)[C:61]#[N:62]. Product: [C:61]([CH:60]([NH:59][C:15]([C:13]1[N:12]=[N:11][N:10]([CH2:9][CH2:8][NH:7][C:5](=[O:6])[C:4]2[CH:18]=[CH:19][C:20]([O:24][CH3:25])=[C:21]([O:22][CH3:23])[C:3]=2[O:2][CH3:1])[CH:14]=1)=[O:17])[C:63]1[CH:68]=[CH:67][C:66]([CH2:69][CH3:70])=[CH:65][CH:64]=1)#[N:62]. The catalyst class is: 80. (2) Reactant: N(C(OCC)=O)=NC(OCC)=O.[Cl:13][C:14]1[CH:33]=[CH:32][C:17]([NH:18][C:19]2[C:28]3[C:23](=[CH:24][C:25]([OH:31])=[C:26]([O:29][CH3:30])[CH:27]=3)[N:22]=[CH:21][N:20]=2)=[C:16]([F:34])[CH:15]=1.[CH3:35][C:36]1[N:40]([CH2:41][CH2:42]O)[C:39]([CH3:44])=[N:38][N:37]=1.C1(P(C2C=CC=CC=2)C2C=CC=CC=2)C=CC=CC=1. Product: [ClH:13].[Cl:13][C:14]1[CH:33]=[CH:32][C:17]([NH:18][C:19]2[C:28]3[C:23](=[CH:24][C:25]([O:31][CH2:42][CH2:41][N:40]4[C:39]([CH3:44])=[N:38][N:37]=[C:36]4[CH3:35])=[C:26]([O:29][CH3:30])[CH:27]=3)[N:22]=[CH:21][N:20]=2)=[C:16]([F:34])[CH:15]=1. The catalyst class is: 2. (3) Reactant: Br[CH2:2][C:3]1[C:12]([CH2:13]Br)=[C:11]([O:15][CH2:16][CH3:17])[C:10]2[C:5](=[CH:6][CH:7]=[CH:8][CH:9]=2)[C:4]=1[O:18][CH2:19][CH3:20].[CH2:21]([O:23][C:24](=[O:33])[CH2:25][C:26]1[CH:31]=[CH:30][C:29]([NH2:32])=[CH:28][CH:27]=1)[CH3:22]. Product: [CH2:21]([O:23][C:24](=[O:33])[CH2:25][C:26]1[CH:27]=[CH:28][C:29]([N:32]2[CH2:13][C:12]3[C:11]([O:15][CH2:16][CH3:17])=[C:10]4[CH:9]=[CH:8][CH:7]=[CH:6][C:5]4=[C:4]([O:18][CH2:19][CH3:20])[C:3]=3[CH2:2]2)=[CH:30][CH:31]=1)[CH3:22]. The catalyst class is: 9. (4) Reactant: [F:1][C:2]([F:17])([F:16])[C:3]1[CH:8]=[CH:7][C:6]([C:9]2[NH:13][N:12]=[C:11]([CH2:14]O)[CH:10]=2)=[CH:5][CH:4]=1.S(Cl)([Cl:20])=O. Product: [Cl:20][CH2:14][C:11]1[CH:10]=[C:9]([C:6]2[CH:7]=[CH:8][C:3]([C:2]([F:17])([F:16])[F:1])=[CH:4][CH:5]=2)[NH:13][N:12]=1. The catalyst class is: 22. (5) Reactant: [Cl:1][C:2]1[CH:3]=[C:4]([CH:10]=[CH:11][C:12]=1[CH:13]1[CH2:15][CH2:14]1)[C:5]([O:7]CC)=[O:6].C1COCC1.[OH-].[Na+]. The catalyst class is: 14. Product: [Cl:1][C:2]1[CH:3]=[C:4]([CH:10]=[CH:11][C:12]=1[CH:13]1[CH2:14][CH2:15]1)[C:5]([OH:7])=[O:6]. (6) Reactant: C[O:2][C:3](=[O:24])[CH:4]([N:11]1[C:19]2[C:14](=[CH:15][CH:16]=[C:17]([S:20][CH3:21])[CH:18]=2)[C:13](=[O:22])[C:12]1=[O:23])[CH2:5][CH:6]1[CH2:10][CH2:9][CH2:8][CH2:7]1.O.[OH-].[Li+]. Product: [CH:6]1([CH2:5][CH:4]([N:11]2[C:19]3[C:14](=[CH:15][CH:16]=[C:17]([S:20][CH3:21])[CH:18]=3)[C:13](=[O:22])[C:12]2=[O:23])[C:3]([OH:24])=[O:2])[CH2:10][CH2:9][CH2:8][CH2:7]1. The catalyst class is: 30. (7) The catalyst class is: 3. Reactant: [OH:1][C:2]1[CH:7]=[CH:6][CH:5]=[CH:4][C:3]=1[N:8]1[C:16](=[O:17])[C:15]2[NH:14][CH:13]=[N:12][C:11]=2[N:10]([CH2:18][CH2:19][CH2:20][CH2:21][CH3:22])[C:9]1=[O:23].C1C(=O)N([Cl:31])C(=O)C1. Product: [Cl:31][C:13]1[NH:14][C:15]2[C:16](=[O:17])[N:8]([C:3]3[CH:4]=[CH:5][CH:6]=[CH:7][C:2]=3[OH:1])[C:9](=[O:23])[N:10]([CH2:18][CH2:19][CH2:20][CH2:21][CH3:22])[C:11]=2[N:12]=1.